Task: Regression. Given two drug SMILES strings and cell line genomic features, predict the synergy score measuring deviation from expected non-interaction effect.. Dataset: Merck oncology drug combination screen with 23,052 pairs across 39 cell lines (1) Drug 1: CC1CC2C3CCC4=CC(=O)C=CC4(C)C3(F)C(O)CC2(C)C1(O)C(=O)CO. Drug 2: CNC(=O)c1cc(Oc2ccc(NC(=O)Nc3ccc(Cl)c(C(F)(F)F)c3)cc2)ccn1. Cell line: ES2. Synergy scores: synergy=5.95. (2) Drug 1: CNC(=O)c1cc(Oc2ccc(NC(=O)Nc3ccc(Cl)c(C(F)(F)F)c3)cc2)ccn1. Drug 2: CCc1cnn2c(NCc3ccc[n+]([O-])c3)cc(N3CCCCC3CCO)nc12. Cell line: VCAP. Synergy scores: synergy=-15.4. (3) Drug 1: CCC1=CC2CN(C1)Cc1c([nH]c3ccccc13)C(C(=O)OC)(c1cc3c(cc1OC)N(C)C1C(O)(C(=O)OC)C(OC(C)=O)C4(CC)C=CCN5CCC31C54)C2. Drug 2: NC1(c2ccc(-c3nc4ccn5c(=O)[nH]nc5c4cc3-c3ccccc3)cc2)CCC1. Cell line: UACC62. Synergy scores: synergy=4.68. (4) Drug 1: CN(Cc1cnc2nc(N)nc(N)c2n1)c1ccc(C(=O)NC(CCC(=O)O)C(=O)O)cc1. Drug 2: CC(C)CC(NC(=O)C(Cc1ccccc1)NC(=O)c1cnccn1)B(O)O. Cell line: ES2. Synergy scores: synergy=-29.0. (5) Drug 1: O=S1(=O)NC2(CN1CC(F)(F)F)C1CCC2Cc2cc(C=CCN3CCC(C(F)(F)F)CC3)ccc2C1. Drug 2: CNC(=O)c1cc(Oc2ccc(NC(=O)Nc3ccc(Cl)c(C(F)(F)F)c3)cc2)ccn1. Cell line: RKO. Synergy scores: synergy=4.13. (6) Drug 1: CCc1c2c(nc3ccc(O)cc13)-c1cc3c(c(=O)n1C2)COC(=O)C3(O)CC. Drug 2: CCc1cnn2c(NCc3ccc[n+]([O-])c3)cc(N3CCCCC3CCO)nc12. Cell line: SKMEL30. Synergy scores: synergy=-9.76. (7) Drug 1: CC1(c2nc3c(C(N)=O)cccc3[nH]2)CCCN1. Cell line: SW620. Synergy scores: synergy=0.0626. Drug 2: Cn1cc(-c2cnn3c(N)c(Br)c(C4CCCNC4)nc23)cn1.